Dataset: Catalyst prediction with 721,799 reactions and 888 catalyst types from USPTO. Task: Predict which catalyst facilitates the given reaction. (1) Reactant: ClC1C=CC([C@@H]([N:10]2[C:22]3[C@@H:21]([CH2:23][C:24]([OH:26])=[O:25])[CH2:20][CH2:19][CH2:18][C:17]=3[C:16]3[C:11]2=[C:12]([S:28]([CH3:31])(=[O:30])=[O:29])[CH:13]=[C:14]([F:27])[CH:15]=3)C)=CC=1.[CH3:32]O. Product: [CH3:32][O:26][C:24](=[O:25])[CH2:23][C@@H:21]1[C:22]2[NH:10][C:11]3[C:16](=[CH:15][C:14]([F:27])=[CH:13][C:12]=3[S:28]([CH3:31])(=[O:29])=[O:30])[C:17]=2[CH2:18][CH2:19][CH2:20]1. The catalyst class is: 45. (2) Reactant: C1(P(C2C=CC=CC=2)C2C=CC=CC=2)C=CC=CC=1.[C:20]([O:24][C:25]([N:27]1[CH2:32][CH2:31][CH:30]([OH:33])[CH2:29][CH2:28]1)=[O:26])([CH3:23])([CH3:22])[CH3:21].[Br:34][C:35]1[CH:44]=[CH:43][C:42](O)=[C:41]2[C:36]=1[CH:37]=[N:38][C:39]([Cl:46])=[N:40]2. Product: [Br:34][C:35]1[CH:44]=[CH:43][C:42]([O:33][CH:30]2[CH2:31][CH2:32][N:27]([C:25]([O:24][C:20]([CH3:23])([CH3:21])[CH3:22])=[O:26])[CH2:28][CH2:29]2)=[C:41]2[C:36]=1[CH:37]=[N:38][C:39]([Cl:46])=[N:40]2. The catalyst class is: 1. (3) Reactant: [C:1]1([S:7]([N:10]2[CH:15]=[CH:14][NH:13][C:12](=[O:16])[C@H:11]2[CH2:17][C:18]#[CH:19])(=[O:9])=[O:8])[CH:6]=[CH:5][CH:4]=[CH:3][CH:2]=1.[SiH](CC)(CC)CC.C(O)(C(F)(F)F)=O. Product: [C:1]1([S:7]([N:10]2[CH2:15][CH2:14][NH:13][C:12](=[O:16])[C@H:11]2[CH2:17][C:18]#[CH:19])(=[O:9])=[O:8])[CH:2]=[CH:3][CH:4]=[CH:5][CH:6]=1. The catalyst class is: 2.